From a dataset of Full USPTO retrosynthesis dataset with 1.9M reactions from patents (1976-2016). Predict the reactants needed to synthesize the given product. (1) Given the product [Cl:1][C:2]1[CH:3]=[C:4]([CH2:19][OH:20])[C:5]2[O:9][C:8]([C:10]3[CH:15]=[CH:14][C:13]([F:16])=[CH:12][C:11]=3[F:17])=[CH:7][C:6]=2[CH:18]=1, predict the reactants needed to synthesize it. The reactants are: [Cl:1][C:2]1[CH:3]=[C:4]([C:19](OC)=[O:20])[C:5]2[O:9][C:8]([C:10]3[CH:15]=[CH:14][C:13]([F:16])=[CH:12][C:11]=3[F:17])=[CH:7][C:6]=2[CH:18]=1.[H-].[Al+3].[Li+].[H-].[H-].[H-]. (2) Given the product [N:20]1([C:15]([C:4]2[C:5]3[C:14](=[CH:13][C:12]4[C:7]([N:6]=3)=[CH:8][CH:9]=[CH:10][CH:11]=4)[CH:1]=[CH:2][CH:3]=2)=[O:17])[CH:19]=[CH:18][N:22]=[CH:21]1, predict the reactants needed to synthesize it. The reactants are: [CH:1]1[C:14]2[C:5](=[N:6][C:7]3[C:12]([CH:13]=2)=[CH:11][CH:10]=[CH:9][CH:8]=3)[C:4]([C:15]([OH:17])=O)=[CH:3][CH:2]=1.[CH:18]1[N:22]=[CH:21][N:20](C([N:20]2[CH:21]=[N:22][CH:18]=[CH:19]2)=O)[CH:19]=1. (3) Given the product [C:1]([O:9][C:10]1[CH:15]=[CH:14][C:13]([CH2:21][C:22]([O:24][CH3:25])=[O:23])=[C:12]([N+:17]([O-:19])=[O:18])[CH:11]=1)(=[O:8])[C:2]1[CH:7]=[CH:6][CH:5]=[CH:4][CH:3]=1, predict the reactants needed to synthesize it. The reactants are: [C:1]([O:9][C:10]1[CH:15]=[CH:14][C:13](O)=[C:12]([N+:17]([O-:19])=[O:18])[CH:11]=1)(=[O:8])[C:2]1[CH:7]=[CH:6][CH:5]=[CH:4][CH:3]=1.Br[CH2:21][C:22]([O:24][CH3:25])=[O:23].C(=O)([O-])[O-].[K+].[K+]. (4) Given the product [C:19]([O:23][C:24]([NH:26][C:27]1[CH:32]=[C:31]([C:2]2[CH:3]=[CH:4][C:5]3[N:6]([C:8]([C:11]4[CH:16]=[CH:15][CH:14]=[CH:13][C:12]=4[O:17][CH3:18])=[N:9][N:10]=3)[CH:7]=2)[CH:30]=[CH:29][CH:28]=1)=[O:25])([CH3:22])([CH3:20])[CH3:21], predict the reactants needed to synthesize it. The reactants are: Br[C:2]1[CH:3]=[CH:4][C:5]2[N:6]([C:8]([C:11]3[CH:16]=[CH:15][CH:14]=[CH:13][C:12]=3[O:17][CH3:18])=[N:9][N:10]=2)[CH:7]=1.[C:19]([O:23][C:24]([NH:26][C:27]1[CH:28]=[C:29](B(O)O)[CH:30]=[CH:31][CH:32]=1)=[O:25])([CH3:22])([CH3:21])[CH3:20]. (5) Given the product [CH3:19][N:7]1[C:6]2[CH2:5][CH2:4][CH2:3][C:2](=[O:1])[C:14]=2[C:13]2[C:12]([C:15]([O:17][CH3:18])=[O:16])=[CH:11][CH:10]=[CH:9][C:8]1=2, predict the reactants needed to synthesize it. The reactants are: [O:1]=[C:2]1[C:14]2[C:13]3[C:12]([C:15]([O:17][CH3:18])=[O:16])=[CH:11][CH:10]=[CH:9][C:8]=3[NH:7][C:6]=2[CH2:5][CH2:4][CH2:3]1.[CH3:19]C(C)([O-])C.[K+].CI. (6) Given the product [CH:1]1([CH2:4][O:5][C:6]2[CH:11]=[CH:10][C:9]([C:12]3[O:13][C:14]4[C:20]([F:21])=[C:19]([O:22][CH2:28][C@@H:27]([NH:29][C:30](=[O:36])[O:31][C:32]([CH3:33])([CH3:35])[CH3:34])[CH3:26])[CH:18]=[CH:17][C:15]=4[N:16]=3)=[C:8]([F:23])[C:7]=2[F:24])[CH2:2][CH2:3]1, predict the reactants needed to synthesize it. The reactants are: [CH:1]1([CH2:4][O:5][C:6]2[CH:11]=[CH:10][C:9]([C:12]3[O:13][C:14]4[C:20]([F:21])=[C:19]([OH:22])[CH:18]=[CH:17][C:15]=4[N:16]=3)=[C:8]([F:23])[C:7]=2[F:24])[CH2:3][CH2:2]1.O[CH2:26][C@@H:27]([NH:29][C:30](=[O:36])[O:31][C:32]([CH3:35])([CH3:34])[CH3:33])[CH3:28].C1(P(C2C=CC=CC=2)C2C=CC=CC=2)C=CC=CC=1.C1(C)C=CC=CC=1.N(C(OC(C)C)=O)=NC(OC(C)C)=O.